Task: Predict the reactants needed to synthesize the given product.. Dataset: Full USPTO retrosynthesis dataset with 1.9M reactions from patents (1976-2016) (1) Given the product [NH2:13][C:14]1[CH:22]=[CH:21][C:20]([O:23][C:24]([F:25])([F:26])[F:27])=[CH:19][C:15]=1[C:16]([NH:9][CH2:8][C:6]1[CH:7]=[C:2]([Cl:1])[CH:3]=[CH:4][C:5]=1[S:10][CH2:11][CH3:12])=[O:17], predict the reactants needed to synthesize it. The reactants are: [Cl:1][C:2]1[CH:3]=[CH:4][C:5]([S:10][CH2:11][CH3:12])=[C:6]([CH2:8][NH2:9])[CH:7]=1.[NH2:13][C:14]1[CH:22]=[CH:21][C:20]([O:23][C:24]([F:27])([F:26])[F:25])=[CH:19][C:15]=1[C:16](O)=[O:17].BrC1C(C)=CC(C(NNC2C=C(Cl)C=CC=2SCC)=O)=C([N+]([O-])=O)C=1. (2) Given the product [F:1][C:2]([F:7])([F:6])[C:3]([OH:5])=[O:4].[CH2:43]([N:40]1[CH2:41][CH2:42][N:37]([C:34]2[CH:33]=[CH:32][C:31]([C:26]3[C:25]4[C:29](=[CH:30][C:22]([C@H:20]5[C@@:13]6([C:12]7[C:16](=[CH:17][CH:18]=[C:10]([O:9][CH3:8])[CH:11]=7)[NH:15][C:14]6=[O:19])[CH2:21]5)=[CH:23][CH:24]=4)[NH:28][N:27]=3)=[CH:36][CH:35]=2)[CH2:38][CH2:39]1)[CH3:44], predict the reactants needed to synthesize it. The reactants are: [F:1][C:2]([F:7])([F:6])[C:3]([OH:5])=[O:4].[CH3:8][O:9][C:10]1[CH:11]=[C:12]2[C:16](=[CH:17][CH:18]=1)[NH:15][C:14](=[O:19])[C@:13]12[CH2:21][C@H:20]1[C:22]1[CH:30]=[C:29]2[C:25]([C:26]([C:31]3[CH:36]=[CH:35][C:34]([N:37]4[CH2:42][CH2:41][NH:40][CH2:39][CH2:38]4)=[CH:33][CH:32]=3)=[N:27][NH:28]2)=[CH:24][CH:23]=1.[CH:43](=O)[CH3:44].